Task: Predict which catalyst facilitates the given reaction.. Dataset: Catalyst prediction with 721,799 reactions and 888 catalyst types from USPTO (1) Reactant: C(OC([N:8]1[CH2:17][CH2:16][C:15]2[N:14]=[CH:13][C:12]([CH2:18][CH2:19][C:20]3[N:21]=[N:22][C:23]([O:26][CH2:27][C:28]4[CH:33]=[CH:32][CH:31]=[CH:30][CH:29]=4)=[CH:24][CH:25]=3)=[CH:11][C:10]=2[CH2:9]1)=O)(C)(C)C.FC(F)(F)C(O)=O.[OH-].[Na+]. Product: [CH2:27]([O:26][C:23]1[N:22]=[N:21][C:20]([CH2:19][CH2:18][C:12]2[CH:13]=[N:14][C:15]3[CH2:16][CH2:17][NH:8][CH2:9][C:10]=3[CH:11]=2)=[CH:25][CH:24]=1)[C:28]1[CH:29]=[CH:30][CH:31]=[CH:32][CH:33]=1. The catalyst class is: 2. (2) Reactant: [OH:1][CH:2]1[CH2:7][CH2:6][CH:5]([C:8]([O:10][CH2:11][CH3:12])=[O:9])[CH2:4][CH2:3]1.C1(P(C2C=CC=CC=2)C2C=CC=CC=2)C=CC=CC=1.N(C(OCC1C=CC=CC=1)=O)=NC(OCC1C=CC=CC=1)=O.[NH:54]1[C:62]2[C:57](=[CH:58][C:59](O)=[CH:60][CH:61]=2)[CH:56]=[N:55]1. Product: [NH:54]1[C:62]2[C:57](=[CH:58][C:59]([O:1][CH:2]3[CH2:3][CH2:4][CH:5]([C:8]([O:10][CH2:11][CH3:12])=[O:9])[CH2:6][CH2:7]3)=[CH:60][CH:61]=2)[CH:56]=[N:55]1. The catalyst class is: 7.